This data is from Reaction yield outcomes from USPTO patents with 853,638 reactions. The task is: Predict the reaction yield, written as a fraction of the theoretical maximum amount of product (1.0 means a 100% yield; for example, 0.34 means a 34% yield). The reactants are [OH:1][C:2]1[CH:26]=[CH:25][C:5]2[N:6]=[C:7]([C:9]([NH:11][CH:12]3[CH2:17][CH2:16][N:15]([C:18]([O:20][C:21]([CH3:24])([CH3:23])[CH3:22])=[O:19])[CH2:14][CH2:13]3)=[O:10])[S:8][C:4]=2[CH:3]=1.N(C(OC(C)C)=O)=NC(OC(C)C)=O.[F:41][C:42]([F:57])([F:56])[C:43]1[CH:48]=[CH:47][C:46]([N:49]2[CH2:54][CH2:53][CH:52](O)[CH2:51][CH2:50]2)=[CH:45][CH:44]=1.C1(P(C2C=CC=CC=2)C2C=CC=CC=2)C=CC=CC=1. The catalyst is C1(C)C=CC=CC=1. The product is [F:57][C:42]([F:41])([F:56])[C:43]1[CH:44]=[CH:45][C:46]([N:49]2[CH2:54][CH2:53][CH:52]([O:1][C:2]3[CH:26]=[CH:25][C:5]4[N:6]=[C:7]([C:9]([NH:11][CH:12]5[CH2:13][CH2:14][N:15]([C:18]([O:20][C:21]([CH3:22])([CH3:23])[CH3:24])=[O:19])[CH2:16][CH2:17]5)=[O:10])[S:8][C:4]=4[CH:3]=3)[CH2:51][CH2:50]2)=[CH:47][CH:48]=1. The yield is 0.860.